From a dataset of Catalyst prediction with 721,799 reactions and 888 catalyst types from USPTO. Predict which catalyst facilitates the given reaction. (1) Reactant: [CH2:1]([O:3][C:4]([C:6]1[N:11]=[CH:10][C:9]2[N:12]=[C:13]([C:15]3[CH:20]=[CH:19][CH:18]=[CH:17][CH:16]=3)[S:14][C:8]=2[C:7]=1[OH:21])=[O:5])[CH3:2].CC1C=C(C)N=C(C)C=1.CC1C([IH+:38])=C(C)N=C(C)C=1.F[P-](F)(F)(F)(F)F. Product: [CH2:1]([O:3][C:4]([C:6]1[N:11]=[C:10]([I:38])[C:9]2[N:12]=[C:13]([C:15]3[CH:16]=[CH:17][CH:18]=[CH:19][CH:20]=3)[S:14][C:8]=2[C:7]=1[OH:21])=[O:5])[CH3:2]. The catalyst class is: 4. (2) Reactant: I[C:2]1[C:3]2[S:11][CH:10]=[C:9]([C:12]3[CH:17]=[CH:16][C:15]([O:18][C:19]4[CH:24]=[CH:23][CH:22]=[CH:21][CH:20]=4)=[CH:14][CH:13]=3)[C:4]=2[C:5]([NH2:8])=[N:6][CH:7]=1.[C:25]([O:29][C:30]([CH3:33])([CH3:32])[CH3:31])(=[O:28])[CH:26]=[CH2:27].C(N(CC)CC)C. Product: [NH2:8][C:5]1[C:4]2[C:9]([C:12]3[CH:17]=[CH:16][C:15]([O:18][C:19]4[CH:24]=[CH:23][CH:22]=[CH:21][CH:20]=4)=[CH:14][CH:13]=3)=[CH:10][S:11][C:3]=2[C:2](/[CH:27]=[CH:26]/[C:25]([O:29][C:30]([CH3:33])([CH3:32])[CH3:31])=[O:28])=[CH:7][N:6]=1. The catalyst class is: 3. (3) Reactant: [S:1]1[C:5]2[CH:6]=[CH:7][CH:8]=[CH:9][C:4]=2[CH:3]=[C:2]1C(Cl)=O.[N-:13]=[N+]=[N-].[Na+].[CH3:17][C:18]([C:20]1[CH:25]=[CH:24][C:23]([NH2:26])=[CH:22][CH:21]=1)=[O:19].C1[CH2:31][O:30]CC1. Product: [C:18]([C:20]1[CH:25]=[CH:24][C:23]([NH:26][C:31]([NH:13][C:2]2[S:1][C:5]3[CH:6]=[CH:7][CH:8]=[CH:9][C:4]=3[CH:3]=2)=[O:30])=[CH:22][CH:21]=1)(=[O:19])[CH3:17]. The catalyst class is: 226. (4) Reactant: F[C:2]1[CH:7]=[C:6]([N+:8]([O-:10])=[O:9])[CH:5]=[C:4]([I:11])[CH:3]=1.[CH3:12][O:13][C:14]1[CH:19]=[CH:18][CH:17]=[CH:16][C:15]=1[OH:20].C([O-])([O-])=O.[K+].[K+]. Product: [I:11][C:4]1[CH:5]=[C:6]([N+:8]([O-:10])=[O:9])[CH:7]=[C:2]([O:20][C:15]2[CH:16]=[CH:17][CH:18]=[CH:19][C:14]=2[O:13][CH3:12])[CH:3]=1. The catalyst class is: 16. (5) Reactant: [OH:1][CH2:2][CH2:3][CH2:4][C:5]1[C:6]([CH:18]([CH3:20])[CH3:19])=[N:7][N:8]([C:10]2[N:15]=[N:14][C:13]([C:16]#[N:17])=[CH:12][CH:11]=2)[CH:9]=1.O[C:22]1[C:27]([O:28][CH3:29])=[CH:26][CH:25]=[CH:24][C:23]=1[CH2:30][C:31]([O:33]C)=[O:32].C(P(CCCC)CCCC)CCC.N(C(N1CCCCC1)=O)=NC(N1CCCCC1)=O. Product: [C:16]([C:13]1[N:14]=[N:15][C:10]([N:8]2[CH:9]=[C:5]([CH2:4][CH2:3][CH2:2][O:1][C:22]3[C:27]([O:28][CH3:29])=[CH:26][CH:25]=[CH:24][C:23]=3[CH2:30][C:31]([OH:33])=[O:32])[C:6]([CH:18]([CH3:20])[CH3:19])=[N:7]2)=[CH:11][CH:12]=1)#[N:17]. The catalyst class is: 7. (6) Reactant: [NH2:1][C:2]1[CH:3]=[C:4]2[C:8](=[CH:9][CH:10]=1)[NH:7][CH:6]=[C:5]2[CH:11]1[CH2:16][CH2:15][N:14]([C:17]([O:19][C:20]([CH3:23])([CH3:22])[CH3:21])=[O:18])[CH2:13][CH2:12]1.I.CS[C:27]([C:29]1[S:30][CH:31]=[CH:32][CH:33]=1)=[NH:28]. Product: [S:30]1[CH:31]=[CH:32][CH:33]=[C:29]1[C:27](=[NH:28])[NH:1][C:2]1[CH:3]=[C:4]2[C:8](=[CH:9][CH:10]=1)[NH:7][CH:6]=[C:5]2[CH:11]1[CH2:16][CH2:15][N:14]([C:17]([O:19][C:20]([CH3:23])([CH3:22])[CH3:21])=[O:18])[CH2:13][CH2:12]1. The catalyst class is: 8.